The task is: Predict the reactants needed to synthesize the given product.. This data is from Full USPTO retrosynthesis dataset with 1.9M reactions from patents (1976-2016). (1) Given the product [CH3:28][C@@:8]([NH2:7])([CH2:9][C:10]1[CH:11]=[CH:12][CH:13]=[CH:14][CH:15]=1)[C:16]([NH:17][CH2:18][CH:19]1[CH2:23][CH2:22][CH2:21][O:20]1)=[O:24], predict the reactants needed to synthesize it. The reactants are: C(OC(=O)[N:7](C)[C@@H:8]([C:16](=[O:24])[NH:17][CH2:18][CH:19]1[CH2:23][CH2:22][CH2:21][O:20]1)[CH2:9][C:10]1[CH:15]=[CH:14][CH:13]=[CH:12][CH:11]=1)(C)(C)C.F[C:28](F)(F)C(O)=O.C(=O)([O-])O.[Na+].C(=O)([O-])[O-].[Na+].[Na+].C(=O)([O-])O.[Na+]. (2) Given the product [CH3:1][O:2][C:3]1[CH:4]=[CH:5][C:6]([C:9]([OH:11])=[O:10])=[N:7][CH:8]=1, predict the reactants needed to synthesize it. The reactants are: [CH3:1][O:2][C:3]1[CH:4]=[CH:5][C:6]([C:9]([O:11]C)=[O:10])=[N:7][CH:8]=1.[OH-].[Na+].C(O)(=O)CC(CC(O)=O)(C(O)=O)O. (3) Given the product [Cl:22][C:11]1[N:10]=[C:9]([CH3:23])[N:8]([C:5]2[CH:6]=[CH:7][C:2]([O:25][CH3:24])=[N:3][CH:4]=2)[C:12]=1[C:13]1[C:18]([F:19])=[CH:17][C:16]([O:29][CH3:27])=[CH:15][C:14]=1[F:21], predict the reactants needed to synthesize it. The reactants are: Cl[C:2]1[CH:7]=[CH:6][C:5]([N:8]2[C:12]([C:13]3[C:18]([F:19])=[CH:17][C:16](F)=[CH:15][C:14]=3[F:21])=[C:11]([Cl:22])[N:10]=[C:9]2[CH3:23])=[CH:4][N:3]=1.[CH3:24][O-:25].[Na+].[C:27](OCC)(=[O:29])C.O. (4) The reactants are: [CH2:1]([N:8]1[CH:16]=[N:15][C:14]2[C:9]1=[N:10][CH:11]=[N:12][C:13]=2[NH2:17])[C:2]1[CH:7]=[CH:6][CH:5]=[CH:4][CH:3]=1.[Br:18]Br. Given the product [CH2:1]([N:8]1[C:16]([Br:18])=[N:15][C:14]2[C:9]1=[N:10][CH:11]=[N:12][C:13]=2[NH2:17])[C:2]1[CH:7]=[CH:6][CH:5]=[CH:4][CH:3]=1, predict the reactants needed to synthesize it. (5) Given the product [CH3:38][N:36]1[CH:37]=[C:33]([C:30]2[N:29]=[CH:28][CH:27]=[C:26]3[C:31]=2[CH:32]=[C:23]([OH:22])[N:24]=[CH:25]3)[CH:34]=[N:35]1, predict the reactants needed to synthesize it. The reactants are: CCN(CC)CC.C([SiH](CC)CC)C.C([O:22][C:23]1[CH:32]=[C:31]2[C:26]([CH:27]=[CH:28][N:29]=[C:30]2[C:33]2[CH:34]=[N:35][N:36]([CH3:38])[CH:37]=2)=[CH:25][N:24]=1)C1C=CC=CC=1. (6) Given the product [CH3:18][NH:19][C:2]1[C:3]([C:14]([O:16][CH3:17])=[O:15])=[N:4][C:5]([C:8]2[CH:13]=[CH:12][CH:11]=[CH:10][CH:9]=2)=[CH:6][N:7]=1, predict the reactants needed to synthesize it. The reactants are: Cl[C:2]1[C:3]([C:14]([O:16][CH3:17])=[O:15])=[N:4][C:5]([C:8]2[CH:13]=[CH:12][CH:11]=[CH:10][CH:9]=2)=[CH:6][N:7]=1.[CH3:18][NH2:19].CO. (7) The reactants are: [Cl:1][C:2]1[CH:3]=[C:4]2[C:8](=[CH:9][CH:10]=1)[NH:7][C:6]([C:11]1[CH:12]=[N:13][CH:14]=[CH:15][CH:16]=1)=[CH:5]2.[C:17](#[N:19])C. Given the product [Cl:1][C:2]1[CH:3]=[C:4]2[C:8](=[CH:9][CH:10]=1)[NH:7][C:6]([C:11]1[CH:12]=[N:13][CH:14]=[CH:15][CH:16]=1)=[C:5]2[C:17]#[N:19], predict the reactants needed to synthesize it. (8) The reactants are: [CH2:1]([C:3]1[CH:8]=[C:7]([C:9]#[N:10])[CH:6]=[CH:5][C:4]=1[N:11]=[C:12]=[S:13])[CH3:2].[Cl-].[CH2:15]([S:22][CH2:23][C@H:24]([NH2+:27][CH2:28][CH:29]([CH3:31])[CH3:30])[CH2:25][Cl:26])[C:16]1[CH:21]=[CH:20][CH:19]=[CH:18][CH:17]=1. Given the product [ClH:26].[CH2:1]([C:3]1[CH:8]=[C:7]([C:9]#[N:10])[CH:6]=[CH:5][C:4]=1[N:11]=[C:12]1[N:27]([CH2:28][CH:29]([CH3:30])[CH3:31])[C@@H:24]([CH2:23][S:22][CH2:15][C:16]2[CH:17]=[CH:18][CH:19]=[CH:20][CH:21]=2)[CH2:25][S:13]1)[CH3:2], predict the reactants needed to synthesize it. (9) Given the product [C:7]([C:6]1[CH:9]=[C:2]([NH:1][C:42]([C:41]2[C:37]([CH3:36])=[N:38][O:39][C:40]=2[CH3:45])=[O:43])[CH:3]=[CH:4][C:5]=1[N:10]1[CH2:11][CH2:12][N:13]([CH:16]([C:17]2[CH:22]=[CH:21][CH:20]=[CH:19][CH:18]=2)[C:23]2[CH:24]=[CH:25][CH:26]=[CH:27][CH:28]=2)[CH2:14][CH2:15]1)#[N:8], predict the reactants needed to synthesize it. The reactants are: [NH2:1][C:2]1[CH:3]=[CH:4][C:5]([N:10]2[CH2:15][CH2:14][N:13]([CH:16]([C:23]3[CH:28]=[CH:27][CH:26]=[CH:25][CH:24]=3)[C:17]3[CH:22]=[CH:21][CH:20]=[CH:19][CH:18]=3)[CH2:12][CH2:11]2)=[C:6]([CH:9]=1)[C:7]#[N:8].C(N(CC)CC)C.[CH3:36][C:37]1[C:41]([C:42](Cl)=[O:43])=[C:40]([CH3:45])[O:39][N:38]=1.